Dataset: Reaction yield outcomes from USPTO patents with 853,638 reactions. Task: Predict the reaction yield, written as a fraction of the theoretical maximum amount of product (1.0 means a 100% yield; for example, 0.34 means a 34% yield). (1) The reactants are Br[C:2]1[CH:3]=[C:4]([CH:7]=[C:8]([C:10]([F:13])([F:12])[F:11])[CH:9]=1)[CH:5]=[O:6].[NH:14]1[CH2:18][CH2:17][CH2:16][CH:15]1[C:19]([O:21][CH2:22][CH3:23])=[O:20].C1(P(C2CCCCC2)C2C=CC=CC=2C2C(OC(C)C)=CC=CC=2OC(C)C)CCCCC1.C(=O)([O-])[O-].[Cs+].[Cs+]. The catalyst is C1C=CC(/C=C/C(/C=C/C2C=CC=CC=2)=O)=CC=1.C1C=CC(/C=C/C(/C=C/C2C=CC=CC=2)=O)=CC=1.C1C=CC(/C=C/C(/C=C/C2C=CC=CC=2)=O)=CC=1.[Pd].[Pd].C1(C)C=CC=CC=1. The product is [CH:5]([C:4]1[CH:3]=[C:2]([N:14]2[CH2:18][CH2:17][CH2:16][CH:15]2[C:19]([O:21][CH2:22][CH3:23])=[O:20])[CH:9]=[C:8]([C:10]([F:13])([F:12])[F:11])[CH:7]=1)=[O:6]. The yield is 0.380. (2) The reactants are [Cl:1][C:2]1[CH:3]=[C:4]([CH:27]=[CH:28][C:29]=1[F:30])[NH:5][C:6]1[C:15]2[C:10](=[CH:11][C:12]([O:22][CH2:23][CH2:24][CH2:25]Cl)=[CH:13][C:14]=2[O:16][CH:17]2[CH2:21][CH2:20][O:19][CH2:18]2)[N:9]=[CH:8][N:7]=1.[CH3:31][NH:32][CH2:33][CH:34]=[CH2:35]. No catalyst specified. The product is [Cl:1][C:2]1[CH:3]=[C:4]([CH:27]=[CH:28][C:29]=1[F:30])[NH:5][C:6]1[C:15]2[C:10](=[CH:11][C:12]([O:22][CH2:23][CH2:24][CH2:25][N:32]([CH3:31])[CH2:33][CH:34]=[CH2:35])=[CH:13][C:14]=2[O:16][CH:17]2[CH2:21][CH2:20][O:19][CH2:18]2)[N:9]=[CH:8][N:7]=1. The yield is 0.370. (3) The reactants are [ClH:1].CCOCC.[CH3:7][O:8][C:9]1[CH:14]=[CH:13][C:12]([C:15]2[CH:20]=[CH:19][N:18]([C:21]3[CH:22]=[CH:23][C:24]4[C:25]5[CH2:34][NH:33][CH2:32][CH2:31][C:26]=5[N:27]([CH3:30])[C:28]=4[CH:29]=3)[C:17](=[O:35])[CH:16]=2)=[C:11]([CH3:36])[CH:10]=1. The catalyst is C(Cl)Cl. The product is [ClH:1].[CH3:7][O:8][C:9]1[CH:14]=[CH:13][C:12]([C:15]2[CH:20]=[CH:19][N:18]([C:21]3[CH:22]=[CH:23][C:24]4[C:25]5[CH2:34][NH:33][CH2:32][CH2:31][C:26]=5[N:27]([CH3:30])[C:28]=4[CH:29]=3)[C:17](=[O:35])[CH:16]=2)=[C:11]([CH3:36])[CH:10]=1. The yield is 0.850. (4) The reactants are C(OC(C1C(=O)N(CCC(C)C)N2C=CC=C2C=1O)=O)C.NC1C=CC(NS(C)(=O)=O)=CC=1S(N)(=O)=O.[CH3:38][S:39]([NH:42][C:43]1[CH:48]=[CH:47][C:46]([NH:49][C:50]([C:52]2[C:57](=[O:58])[N:56]([CH2:59][CH2:60][CH:61]([CH3:63])[CH3:62])[N:55]3[CH:64]=[CH:65][CH:66]=[C:54]3[C:53]=2[OH:67])=O)=[C:45]([S:68](=[O:71])(=[O:70])[NH2:69])[CH:44]=1)(=[O:41])=[O:40].N12CCCN=C1CCCCC2. The catalyst is N1C=CC=CC=1. The product is [OH:67][C:53]1[C:54]2[N:55]([CH:64]=[CH:65][CH:66]=2)[N:56]([CH2:59][CH2:60][CH:61]([CH3:63])[CH3:62])[C:57](=[O:58])[C:52]=1[C:50]1[NH:49][C:46]2[CH:47]=[CH:48][C:43]([NH:42][S:39]([CH3:38])(=[O:41])=[O:40])=[CH:44][C:45]=2[S:68](=[O:71])(=[O:70])[N:69]=1. The yield is 0.0970. (5) The reactants are [CH2:1]([C:3]1[N:4]=[C:5]([CH2:25][CH2:26][CH3:27])[N:6]([CH2:10][C:11]2[CH:16]=[CH:15][C:14]([C:17]3[C:18]([C:23]#[N:24])=[CH:19][CH:20]=[CH:21][CH:22]=3)=[CH:13][CH:12]=2)[C:7](=[O:9])[CH:8]=1)[CH3:2].C([O-])(=O)C.[Na+].[Br:33]Br. The catalyst is C(O)(=O)C.C(OCC)(=O)C. The product is [Br:33][C:8]1[C:7](=[O:9])[N:6]([CH2:10][C:11]2[CH:16]=[CH:15][C:14]([C:17]3[C:18]([C:23]#[N:24])=[CH:19][CH:20]=[CH:21][CH:22]=3)=[CH:13][CH:12]=2)[C:5]([CH2:25][CH2:26][CH3:27])=[N:4][C:3]=1[CH2:1][CH3:2]. The yield is 0.710. (6) The yield is 0.930. The reactants are [CH3:1][O:2][C:3]([C@@H:5]1[CH2:7][C@H:6]1[C:8]([O:10]C)=[O:9])=[O:4].Cl. The product is [CH3:1][O:2][C:3]([C@@H:5]1[CH2:7][C@H:6]1[C:8]([OH:10])=[O:9])=[O:4]. The catalyst is P([O-])([O-])([O-])=O. (7) The catalyst is O1CCOCC1.C(OCC)C.CO. The yield is 0.400. The reactants are [C:1]([O:5][C:6](=[O:9])[NH:7][NH2:8])([CH3:4])([CH3:3])[CH3:2].CO[CH:12]1[CH2:16][CH2:15][CH:14](OC)O1.Cl.C(=O)(O)[O-].[Na+]. The product is [C:1]([O:5][C:6](=[O:9])[NH:7][N:8]1[CH:12]=[CH:16][CH:15]=[CH:14]1)([CH3:4])([CH3:3])[CH3:2]. (8) The reactants are CN(C=O)C.[CH3:6][CH:7]1[CH2:12][CH2:11][NH:10][CH2:9][CH2:8]1.C([O-])([O-])=O.[Cs+].[Cs+].Cl[C:20]1[CH:25]=[CH:24][C:23]2=[N:26][C:27]([C:29]3[CH:30]=[CH:31][C:32]([C:42]([F:45])([F:44])[F:43])=[C:33]([NH:35][C:36](=[O:41])[C:37]([CH3:40])([CH3:39])[CH3:38])[CH:34]=3)=[CH:28][N:22]2[N:21]=1. The catalyst is O. The product is [CH3:38][C:37]([CH3:40])([CH3:39])[C:36]([NH:35][C:33]1[CH:34]=[C:29]([C:27]2[N:26]=[C:23]3[N:22]([CH:28]=2)[N:21]=[C:20]([N:10]2[CH2:11][CH2:12][CH:7]([CH3:6])[CH2:8][CH2:9]2)[CH:25]=[CH:24]3)[CH:30]=[CH:31][C:32]=1[C:42]([F:44])([F:43])[F:45])=[O:41]. The yield is 0.430.